This data is from Forward reaction prediction with 1.9M reactions from USPTO patents (1976-2016). The task is: Predict the product of the given reaction. The product is: [CH:11]1([N:10]2[C:19](=[O:20])[CH2:18][C:17](=[O:22])[N:3]([CH:4]3[CH2:9][CH2:8][CH2:7][CH2:6][CH2:5]3)[C:1]2=[O:2])[CH2:16][CH2:15][CH2:14][CH2:13][CH2:12]1. Given the reactants [C:1]([NH:10][CH:11]1[CH2:16][CH2:15][CH2:14][CH2:13][CH2:12]1)([NH:3][CH:4]1[CH2:9][CH2:8][CH2:7][CH2:6][CH2:5]1)=[O:2].[C:17](Cl)(=[O:22])[CH2:18][C:19](Cl)=[O:20], predict the reaction product.